From a dataset of Full USPTO retrosynthesis dataset with 1.9M reactions from patents (1976-2016). Predict the reactants needed to synthesize the given product. (1) Given the product [NH2:1][C:2]1[N:3]=[C:4]([NH:17][C:18]2[CH:23]=[CH:22][C:21]([S:24][CH2:25][CH2:26][OH:27])=[CH:20][CH:19]=2)[S:5][C:6]=1[C:7](=[O:16])[C:8]1[C:9]([Cl:15])=[CH:10][CH:11]=[CH:12][C:13]=1[Cl:14], predict the reactants needed to synthesize it. The reactants are: [NH2:1][C:2]1[N:3]=[C:4]([NH:17][C:18]2[CH:23]=[CH:22][C:21]([S:24][CH2:25][C:26](N)=[O:27])=[CH:20][CH:19]=2)[S:5][C:6]=1[C:7](=[O:16])[C:8]1[C:13]([Cl:14])=[CH:12][CH:11]=[CH:10][C:9]=1[Cl:15].BrCCO. (2) Given the product [CH2:20]([CH:27]1[CH2:32][CH2:31][N:30]([C:10](=[O:12])/[CH:9]=[CH:8]/[C:5]2[CH:6]=[CH:7][C:2]([Cl:1])=[CH:3][C:4]=2[CH2:13][N:14]2[N:18]=[N:17][C:16]([CH3:19])=[N:15]2)[CH2:29][CH2:28]1)[C:21]1[CH:26]=[CH:25][CH:24]=[CH:23][CH:22]=1, predict the reactants needed to synthesize it. The reactants are: [Cl:1][C:2]1[CH:7]=[CH:6][C:5](/[CH:8]=[CH:9]/[C:10]([OH:12])=O)=[C:4]([CH2:13][N:14]2[N:18]=[N:17][C:16]([CH3:19])=[N:15]2)[CH:3]=1.[CH2:20]([CH:27]1[CH2:32][CH2:31][NH:30][CH2:29][CH2:28]1)[C:21]1[CH:26]=[CH:25][CH:24]=[CH:23][CH:22]=1. (3) The reactants are: [NH:1]1[CH2:6][CH2:5][O:4][C:3]2[N:7]=[CH:8][C:9]([C:11]3[N:12]=[C:13]([NH:20][C:21]4[CH:26]=[CH:25][C:24]([C:27]5[CH2:28][CH2:29][O:30][CH2:31][CH:32]=5)=[C:23]([O:33][CH3:34])[CH:22]=4)[C:14]4[N:15]([CH:17]=[CH:18][N:19]=4)[CH:16]=3)=[CH:10][C:2]1=2. Given the product [NH:1]1[CH2:6][CH2:5][O:4][C:3]2[N:7]=[CH:8][C:9]([C:11]3[N:12]=[C:13]([NH:20][C:21]4[CH:26]=[CH:25][C:24]([CH:27]5[CH2:32][CH2:31][O:30][CH2:29][CH2:28]5)=[C:23]([O:33][CH3:34])[CH:22]=4)[C:14]4[N:15]([CH:17]=[CH:18][N:19]=4)[CH:16]=3)=[CH:10][C:2]1=2, predict the reactants needed to synthesize it. (4) Given the product [Cl:1][C:2]1[N:3]=[C:4]([N:19]2[CH2:20][CH2:21][C@H:17]([NH:16][C:13](=[O:15])[CH3:14])[CH2:18]2)[C:5]2[N:11]=[CH:10][CH:9]=[CH:8][C:6]=2[N:7]=1, predict the reactants needed to synthesize it. The reactants are: [Cl:1][C:2]1[N:3]=[C:4](Cl)[C:5]2[N:11]=[CH:10][CH:9]=[CH:8][C:6]=2[N:7]=1.[C:13]([NH:16][C@H:17]1[CH2:21][CH2:20][NH:19][CH2:18]1)(=[O:15])[CH3:14]. (5) Given the product [CH3:1][O:2][C:3]([C:5]1([C:11]2[CH:16]=[CH:15][C:14]([NH:17][C:33]([C:30]3[NH:31][CH:32]=[C:28]([C:26]#[N:27])[CH:29]=3)=[O:34])=[C:13]([C:18]3[CH2:23][CH2:22][C:21]([CH3:25])([CH3:24])[CH2:20][CH:19]=3)[CH:12]=2)[CH2:6][CH2:7][O:8][CH2:9][CH2:10]1)=[O:4], predict the reactants needed to synthesize it. The reactants are: [CH3:1][O:2][C:3]([C:5]1([C:11]2[CH:16]=[CH:15][C:14]([NH2:17])=[C:13]([C:18]3[CH2:23][CH2:22][C:21]([CH3:25])([CH3:24])[CH2:20][CH:19]=3)[CH:12]=2)[CH2:10][CH2:9][O:8][CH2:7][CH2:6]1)=[O:4].[C:26]([C:28]1[CH:29]=[C:30]([C:33](O)=[O:34])[NH:31][CH:32]=1)#[N:27].Cl.CN(C)CCCN=C=NCC.OC1C2N=NNC=2C=CC=1.CCN(C(C)C)C(C)C. (6) Given the product [CH3:1][C:2]1[CH:6]=[C:5]([C:7](=[O:9])[CH3:8])[O:4][N:3]=1, predict the reactants needed to synthesize it. The reactants are: [CH3:1][C:2]1[CH:6]=[C:5]([CH:7]([OH:9])[CH3:8])[O:4][N:3]=1.[Na+].[Cl-]. (7) Given the product [CH3:37][O:36][C:33]1[CH:32]=[CH:31][C:30]([C:15]([C:22]2[CH:27]=[CH:26][C:25]([O:28][CH3:29])=[CH:24][CH:23]=2)([C:16]2[CH:17]=[CH:18][CH:19]=[CH:20][CH:21]=2)[O:14][CH2:13][C@@H:12]([OH:38])[CH2:11][N:6]2[CH:5]=[N:4][C:3]3[C:7]2=[N:8][CH:9]=[N:10][C:2]=3/[N:1]=[CH:5]\[N:6]([CH3:11])[CH3:7])=[CH:35][CH:34]=1, predict the reactants needed to synthesize it. The reactants are: [NH2:1][C:2]1[N:10]=[CH:9][N:8]=[C:7]2[C:3]=1[N:4]=[CH:5][N:6]2[CH2:11][C@H:12]([OH:38])[CH2:13][O:14][C:15]([C:30]1[CH:35]=[CH:34][C:33]([O:36][CH3:37])=[CH:32][CH:31]=1)([C:22]1[CH:27]=[CH:26][C:25]([O:28][CH3:29])=[CH:24][CH:23]=1)[C:16]1[CH:21]=[CH:20][CH:19]=[CH:18][CH:17]=1. (8) Given the product [CH3:18][O:19][CH2:20][C:2]1[N:6]([CH2:7][C:8]([O:10][CH2:11][CH3:12])=[O:9])[N:5]=[C:4]([C:13]([F:16])([F:15])[F:14])[CH:3]=1, predict the reactants needed to synthesize it. The reactants are: Br[C:2]1[N:6]([CH2:7][C:8]([O:10][CH2:11][CH3:12])=[O:9])[N:5]=[C:4]([C:13]([F:16])([F:15])[F:14])[CH:3]=1.[B-](F)(F)(F)[CH2:18][O:19][CH3:20].[K+].C([O-])([O-])=O.[Cs+].[Cs+].C1(P(C2CCCCC2)C2C=CC=CC=2C2C(OC(C)C)=CC=CC=2OC(C)C)CCCCC1.